Predict the reactants needed to synthesize the given product. From a dataset of Full USPTO retrosynthesis dataset with 1.9M reactions from patents (1976-2016). (1) Given the product [CH3:16][O:17][C:18]([C:19]1[CH:20]=[C:21]([C@@H:25]2[NH:2][CH:3]([C:6]([OH:8])=[O:7])[CH2:4][S:5]2)[CH:22]=[CH:23][CH:24]=1)=[O:27], predict the reactants needed to synthesize it. The reactants are: Cl.[NH2:2][C@H:3]([C:6]([OH:8])=[O:7])[CH2:4][SH:5].C([O-])(=O)C.[K+].CO.[CH3:16][O:17][C:18](=[O:27])[C:19]1[CH:24]=[CH:23][CH:22]=[C:21]([CH:25]=O)[CH:20]=1. (2) Given the product [CH3:1][O:2][C:3]1[CH:4]=[CH:5][C:6]([N:9]2[C:13]([C:14]3[CH:19]=[CH:18][C:17]([O:20][CH3:21])=[CH:16][CH:15]=3)=[N:12][C:11]([O:22][CH2:24][C:25]#[C:26][CH3:27])=[N:10]2)=[CH:7][CH:8]=1, predict the reactants needed to synthesize it. The reactants are: [CH3:1][O:2][C:3]1[CH:8]=[CH:7][C:6]([N:9]2[C:13]([C:14]3[CH:19]=[CH:18][C:17]([O:20][CH3:21])=[CH:16][CH:15]=3)=[N:12][C:11]([OH:22])=[N:10]2)=[CH:5][CH:4]=1.Br[CH2:24][C:25]#[C:26][CH3:27]. (3) Given the product [CH:8]([C:4]1[CH:3]=[C:2]([C:18]2[CH:19]=[C:14]([CH:15]=[CH:16][CH:17]=2)[C:12]([O:11][CH3:10])=[O:13])[O:6][C:5]=1[CH3:7])=[O:9], predict the reactants needed to synthesize it. The reactants are: Br[C:2]1[O:6][C:5]([CH3:7])=[C:4]([CH:8]=[O:9])[CH:3]=1.[CH3:10][O:11][C:12]([C:14]1[CH:15]=[C:16](B(O)O)[CH:17]=[CH:18][CH:19]=1)=[O:13].C(=O)([O-])[O-].[Na+].[Na+].COCCOC. (4) Given the product [N:15]1([CH2:19][C@@H:20]([NH:35][C:2]2[C:3]3[N:11]=[CH:10][CH:9]=[C:8]([C:12]([NH2:14])=[O:13])[C:4]=3[N:5]=[CH:6][N:7]=2)[C:21]2[CH:26]=[CH:25][C:24]([C:27]([F:29])([F:30])[F:28])=[C:23]([C:31]([F:32])([F:33])[F:34])[CH:22]=2)[CH2:18][CH2:17][CH2:16]1, predict the reactants needed to synthesize it. The reactants are: O[C:2]1[C:3]2[N:11]=[CH:10][CH:9]=[C:8]([C:12]([NH2:14])=[O:13])[C:4]=2[N:5]=[CH:6][N:7]=1.[N:15]1([CH2:19][C@@H:20]([NH2:35])[C:21]2[CH:26]=[CH:25][C:24]([C:27]([F:30])([F:29])[F:28])=[C:23]([C:31]([F:34])([F:33])[F:32])[CH:22]=2)[CH2:18][CH2:17][CH2:16]1. (5) Given the product [Br:5][CH2:6][CH2:7][CH2:8][CH2:9][Si:10]([CH3:15])([CH3:14])[CH:1]=[CH2:2], predict the reactants needed to synthesize it. The reactants are: [CH:1]([Mg]Br)=[CH2:2].[Br:5][CH2:6][CH2:7][CH2:8][CH2:9][Si:10]([CH3:15])([CH3:14])OCC. (6) Given the product [CH2:32]([O:31][C:29](=[O:30])[CH2:28][O:26][C:5]1[CH:4]=[C:3]([C:1]#[N:2])[CH:25]=[CH:24][C:6]=1[CH2:7][NH:8][C:9](=[O:23])[CH:10]([O:20][CH2:21][CH3:22])[C:11]1[CH:16]=[CH:15][C:14]([O:17][CH3:18])=[CH:13][C:12]=1[F:19])[CH3:33], predict the reactants needed to synthesize it. The reactants are: [C:1]([C:3]1[CH:25]=[CH:24][C:6]([CH2:7][NH:8][C:9](=[O:23])[CH:10]([O:20][CH2:21][CH3:22])[C:11]2[CH:16]=[CH:15][C:14]([O:17][CH3:18])=[CH:13][C:12]=2[F:19])=[C:5]([OH:26])[CH:4]=1)#[N:2].Br[CH2:28][C:29]([O:31][CH2:32][CH3:33])=[O:30].C(=O)([O-])[O-].[Cs+].[Cs+]. (7) Given the product [F:1][C:2]1[CH:3]=[CH:4][C:5]([N:8]2[C:12]3[CH:13]=[C:14]4[C@:19]([C:21]([C:23]5[N:24]=[CH:25][S:26][CH:27]=5)=[O:22])([CH2:20][C:11]=3[CH:10]=[N:9]2)[CH2:18][N:17]([S:47]([C:44]2[CH:43]=[CH:42][C:41]([C:40]([F:39])([F:51])[F:52])=[CH:46][CH:45]=2)(=[O:49])=[O:48])[CH2:16][CH2:15]4)=[CH:6][CH:7]=1, predict the reactants needed to synthesize it. The reactants are: [F:1][C:2]1[CH:7]=[CH:6][C:5]([N:8]2[C:12]3[CH:13]=[C:14]4[C@:19]([C:21]([C:23]5[N:24]=[C:25]([Si](C)(C)C)[S:26][CH:27]=5)=[O:22])([CH2:20][C:11]=3[CH:10]=[N:9]2)[CH2:18][N:17](C(OC(C)(C)C)=O)[CH2:16][CH2:15]4)=[CH:4][CH:3]=1.[F:39][C:40]([F:52])([F:51])[C:41]1[CH:46]=[CH:45][C:44]([S:47](Cl)(=[O:49])=[O:48])=[CH:43][CH:42]=1.C(N(C(C)C)CC)(C)C. (8) Given the product [CH3:29][N:30]([CH3:32])/[CH:31]=[CH:2]/[C:1]([C:4]1[S:8][C:7]([N:9]2[CH2:13][CH2:12][N:11]([CH2:14][C:15]3[CH:20]=[CH:19][C:18]([C:21]([F:22])([F:24])[F:23])=[CH:17][CH:16]=3)[C:10]2=[O:25])=[N:6][C:5]=1[CH3:26])=[O:3], predict the reactants needed to synthesize it. The reactants are: [C:1]([C:4]1[S:8][C:7]([N:9]2[CH2:13][CH2:12][N:11]([CH2:14][C:15]3[CH:20]=[CH:19][C:18]([C:21]([F:24])([F:23])[F:22])=[CH:17][CH:16]=3)[C:10]2=[O:25])=[N:6][C:5]=1[CH3:26])(=[O:3])[CH3:2].CO[CH:29](OC)[N:30]([CH3:32])[CH3:31].